This data is from NCI-60 drug combinations with 297,098 pairs across 59 cell lines. The task is: Regression. Given two drug SMILES strings and cell line genomic features, predict the synergy score measuring deviation from expected non-interaction effect. (1) Drug 1: C1=CN(C(=O)N=C1N)C2C(C(C(O2)CO)O)O.Cl. Drug 2: CC(C)(C#N)C1=CC(=CC(=C1)CN2C=NC=N2)C(C)(C)C#N. Cell line: DU-145. Synergy scores: CSS=16.2, Synergy_ZIP=-3.87, Synergy_Bliss=5.50, Synergy_Loewe=-2.41, Synergy_HSA=1.58. (2) Drug 1: CC1CCC2CC(C(=CC=CC=CC(CC(C(=O)C(C(C(=CC(C(=O)CC(OC(=O)C3CCCCN3C(=O)C(=O)C1(O2)O)C(C)CC4CCC(C(C4)OC)OCCO)C)C)O)OC)C)C)C)OC. Drug 2: CC1C(C(CC(O1)OC2CC(OC(C2O)C)OC3=CC4=CC5=C(C(=O)C(C(C5)C(C(=O)C(C(C)O)O)OC)OC6CC(C(C(O6)C)O)OC7CC(C(C(O7)C)O)OC8CC(C(C(O8)C)O)(C)O)C(=C4C(=C3C)O)O)O)O. Cell line: OVCAR-8. Synergy scores: CSS=48.0, Synergy_ZIP=-2.99, Synergy_Bliss=1.02, Synergy_Loewe=-1.39, Synergy_HSA=1.03. (3) Drug 2: COC1=CC(=CC(=C1O)OC)C2C3C(COC3=O)C(C4=CC5=C(C=C24)OCO5)OC6C(C(C7C(O6)COC(O7)C8=CC=CS8)O)O. Drug 1: C1CCN(CC1)CCOC2=CC=C(C=C2)C(=O)C3=C(SC4=C3C=CC(=C4)O)C5=CC=C(C=C5)O. Cell line: BT-549. Synergy scores: CSS=25.5, Synergy_ZIP=1.78, Synergy_Bliss=1.37, Synergy_Loewe=-11.8, Synergy_HSA=0.432. (4) Drug 1: CC(C1=C(C=CC(=C1Cl)F)Cl)OC2=C(N=CC(=C2)C3=CN(N=C3)C4CCNCC4)N. Drug 2: COC1=NC(=NC2=C1N=CN2C3C(C(C(O3)CO)O)O)N. Cell line: MOLT-4. Synergy scores: CSS=74.3, Synergy_ZIP=0.215, Synergy_Bliss=0.0806, Synergy_Loewe=-2.08, Synergy_HSA=0.739. (5) Drug 1: C1=CN(C=N1)CC(O)(P(=O)(O)O)P(=O)(O)O. Drug 2: C1CN(P(=O)(OC1)NCCCl)CCCl. Cell line: A549. Synergy scores: CSS=-1.44, Synergy_ZIP=1.84, Synergy_Bliss=2.41, Synergy_Loewe=0.108, Synergy_HSA=0.0480.